This data is from Forward reaction prediction with 1.9M reactions from USPTO patents (1976-2016). The task is: Predict the product of the given reaction. The product is: [C:1]([O:4][CH2:5][C@H:6]1[CH2:9][C@@H:8]([NH2:10])[CH2:7]1)(=[O:3])[CH3:2]. Given the reactants [C:1]([O:4][CH2:5][C@H:6]1[CH2:9][C@@H:8]([NH:10]C(OC(C)(C)C)=O)[CH2:7]1)(=[O:3])[CH3:2].Cl, predict the reaction product.